From a dataset of NCI-60 drug combinations with 297,098 pairs across 59 cell lines. Regression. Given two drug SMILES strings and cell line genomic features, predict the synergy score measuring deviation from expected non-interaction effect. (1) Drug 1: CN1CCC(CC1)COC2=C(C=C3C(=C2)N=CN=C3NC4=C(C=C(C=C4)Br)F)OC. Drug 2: CC1CCC2CC(C(=CC=CC=CC(CC(C(=O)C(C(C(=CC(C(=O)CC(OC(=O)C3CCCCN3C(=O)C(=O)C1(O2)O)C(C)CC4CCC(C(C4)OC)OCCO)C)C)O)OC)C)C)C)OC. Cell line: MDA-MB-231. Synergy scores: CSS=13.2, Synergy_ZIP=-5.60, Synergy_Bliss=-6.25, Synergy_Loewe=-9.05, Synergy_HSA=-3.07. (2) Drug 1: CN(C)N=NC1=C(NC=N1)C(=O)N. Drug 2: CC1C(C(CC(O1)OC2CC(OC(C2O)C)OC3=CC4=CC5=C(C(=O)C(C(C5)C(C(=O)C(C(C)O)O)OC)OC6CC(C(C(O6)C)O)OC7CC(C(C(O7)C)O)OC8CC(C(C(O8)C)O)(C)O)C(=C4C(=C3C)O)O)O)O. Cell line: OVCAR-5. Synergy scores: CSS=4.69, Synergy_ZIP=-0.148, Synergy_Bliss=5.37, Synergy_Loewe=3.76, Synergy_HSA=3.95. (3) Drug 1: C1=CC(=C2C(=C1NCCNCCO)C(=O)C3=C(C=CC(=C3C2=O)O)O)NCCNCCO. Drug 2: C(CN)CNCCSP(=O)(O)O. Cell line: MCF7. Synergy scores: CSS=37.7, Synergy_ZIP=2.70, Synergy_Bliss=3.15, Synergy_Loewe=-40.2, Synergy_HSA=0.705. (4) Cell line: SK-MEL-28. Drug 2: C1CC(C1)(C(=O)O)C(=O)O.[NH2-].[NH2-].[Pt+2]. Drug 1: C1=CN(C(=O)N=C1N)C2C(C(C(O2)CO)O)O.Cl. Synergy scores: CSS=34.3, Synergy_ZIP=-9.40, Synergy_Bliss=-3.28, Synergy_Loewe=-10.3, Synergy_HSA=0.378. (5) Drug 1: C1=CC(=CC=C1CC(C(=O)O)N)N(CCCl)CCCl.Cl. Drug 2: C1CCC(C(C1)N)N.C(=O)(C(=O)[O-])[O-].[Pt+4]. Cell line: MALME-3M. Synergy scores: CSS=21.3, Synergy_ZIP=-6.20, Synergy_Bliss=-0.981, Synergy_Loewe=-3.59, Synergy_HSA=-1.04. (6) Synergy scores: CSS=56.1, Synergy_ZIP=4.89, Synergy_Bliss=4.32, Synergy_Loewe=2.19, Synergy_HSA=5.62. Drug 1: CC1C(C(CC(O1)OC2CC(CC3=C2C(=C4C(=C3O)C(=O)C5=C(C4=O)C(=CC=C5)OC)O)(C(=O)C)O)N)O.Cl. Cell line: HCT-15. Drug 2: C1C(C(OC1N2C=C(C(=O)NC2=O)F)CO)O. (7) Drug 1: C1=CC(=CC=C1CCCC(=O)O)N(CCCl)CCCl. Drug 2: CC1=C(C(=O)C2=C(C1=O)N3CC4C(C3(C2COC(=O)N)OC)N4)N. Cell line: MOLT-4. Synergy scores: CSS=82.8, Synergy_ZIP=3.55, Synergy_Bliss=0.0587, Synergy_Loewe=-0.591, Synergy_HSA=2.97. (8) Drug 1: CC1CCC2CC(C(=CC=CC=CC(CC(C(=O)C(C(C(=CC(C(=O)CC(OC(=O)C3CCCCN3C(=O)C(=O)C1(O2)O)C(C)CC4CCC(C(C4)OC)OCCO)C)C)O)OC)C)C)C)OC. Drug 2: CCN(CC)CCNC(=O)C1=C(NC(=C1C)C=C2C3=C(C=CC(=C3)F)NC2=O)C. Cell line: T-47D. Synergy scores: CSS=2.31, Synergy_ZIP=-0.0289, Synergy_Bliss=7.32, Synergy_Loewe=-5.47, Synergy_HSA=3.54. (9) Drug 1: CC(C1=C(C=CC(=C1Cl)F)Cl)OC2=C(N=CC(=C2)C3=CN(N=C3)C4CCNCC4)N. Drug 2: CC1CCC2CC(C(=CC=CC=CC(CC(C(=O)C(C(C(=CC(C(=O)CC(OC(=O)C3CCCCN3C(=O)C(=O)C1(O2)O)C(C)CC4CCC(C(C4)OC)O)C)C)O)OC)C)C)C)OC. Cell line: LOX IMVI. Synergy scores: CSS=30.7, Synergy_ZIP=3.98, Synergy_Bliss=7.25, Synergy_Loewe=9.50, Synergy_HSA=10.3.